This data is from Forward reaction prediction with 1.9M reactions from USPTO patents (1976-2016). The task is: Predict the product of the given reaction. Given the reactants [OH:1][CH:2]1[CH2:5][N:4]([C:6]([O:8][C:9]([CH3:12])([CH3:11])[CH3:10])=[O:7])[CH2:3]1.[O:13]1[CH2:17][CH2:16]OC1=O, predict the reaction product. The product is: [OH:13][CH2:17][CH2:16][O:1][CH:2]1[CH2:3][N:4]([C:6]([O:8][C:9]([CH3:12])([CH3:11])[CH3:10])=[O:7])[CH2:5]1.